From a dataset of Catalyst prediction with 721,799 reactions and 888 catalyst types from USPTO. Predict which catalyst facilitates the given reaction. (1) Reactant: [NH2:1][C@:2]12[CH2:37][CH2:36][C@@H:35]([C:38]([CH3:40])=[CH2:39])[C@@H:3]1[C@@H:4]1[C@@:17]([CH3:20])([CH2:18][CH2:19]2)[C@@:16]2([CH3:21])[C@@H:7]([C@:8]3([CH3:34])[C@@H:13]([CH2:14][CH2:15]2)[C:12]([CH3:23])([CH3:22])[C:11]([C:24]2[CH:33]=[CH:32][C:27]([C:28]([O:30][CH3:31])=[O:29])=[CH:26][CH:25]=2)=[CH:10][CH2:9]3)[CH2:6][CH2:5]1.Br[CH2:42][CH2:43][OH:44].P([O-])([O-])([O-])=O.[K+].[K+].[K+].[I-].[K+]. Product: [OH:44][CH2:43][CH2:42][NH:1][C@:2]12[CH2:37][CH2:36][C@@H:35]([C:38]([CH3:40])=[CH2:39])[C@@H:3]1[C@@H:4]1[C@@:17]([CH3:20])([CH2:18][CH2:19]2)[C@@:16]2([CH3:21])[C@@H:7]([C@:8]3([CH3:34])[C@@H:13]([CH2:14][CH2:15]2)[C:12]([CH3:22])([CH3:23])[C:11]([C:24]2[CH:25]=[CH:26][C:27]([C:28]([O:30][CH3:31])=[O:29])=[CH:32][CH:33]=2)=[CH:10][CH2:9]3)[CH2:6][CH2:5]1. The catalyst class is: 10. (2) Reactant: C(OC(=O)[NH:7][C:8]1[CH:13]=[CH:12][C:11]([O:14][C:15]2[CH:20]=[CH:19][C:18]([C:21](=[O:32])[NH:22][C:23]3[S:24][C:25]([C:28]([CH3:31])([CH3:30])[CH3:29])=[N:26][N:27]=3)=[CH:17][C:16]=2[NH:33][C:34]2[C:35]3[CH:43]=[CH:42][C:41]([CH:44]([CH3:46])[CH3:45])=[N:40][C:36]=3[N:37]=[CH:38][N:39]=2)=[CH:10][CH:9]=1)(C)(C)C. Product: [NH2:7][C:8]1[CH:9]=[CH:10][C:11]([O:14][C:15]2[CH:20]=[CH:19][C:18]([C:21]([NH:22][C:23]3[S:24][C:25]([C:28]([CH3:30])([CH3:31])[CH3:29])=[N:26][N:27]=3)=[O:32])=[CH:17][C:16]=2[NH:33][C:34]2[C:35]3[CH:43]=[CH:42][C:41]([CH:44]([CH3:45])[CH3:46])=[N:40][C:36]=3[N:37]=[CH:38][N:39]=2)=[CH:12][CH:13]=1. The catalyst class is: 137. (3) Reactant: [C:1](OCC)(=O)[CH2:2][C:3]([O:5]CC)=O.Br[CH2:13][CH2:14][CH2:15][CH2:16]Br.[C:18]([O-:24])(=O)[CH2:19][C:20]([O-:22])=O.[H-].[Al+3].[Li+].[H-].[H-].[H-].[OH-].[Na+].O1CCC[CH2:34]1. Product: [C:3]([O:22][CH2:20][C:19]1([CH2:18][OH:24])[CH2:16][CH2:15][CH2:14][CH2:13]1)(=[O:5])[C:2]([CH3:1])=[CH2:34]. The catalyst class is: 6. (4) Reactant: [H-].[Na+].[Cl:3][C:4]1[CH:5]=[C:6]2[C:10](=[CH:11][CH:12]=1)[NH:9][C:8]([C:13]1[CH:18]=[CH:17][C:16]([Cl:19])=[CH:15][CH:14]=1)=[C:7]2[CH2:20][CH2:21][C:22]([OH:24])=[O:23].I[CH3:26].O. Product: [Cl:3][C:4]1[CH:5]=[C:6]2[C:10](=[CH:11][CH:12]=1)[N:9]([CH3:26])[C:8]([C:13]1[CH:14]=[CH:15][C:16]([Cl:19])=[CH:17][CH:18]=1)=[C:7]2[CH2:20][CH2:21][C:22]([OH:24])=[O:23]. The catalyst class is: 9. (5) Reactant: [CH2:1]([N:8]([CH2:25][C:26]1[CH:31]=[CH:30][CH:29]=[CH:28][CH:27]=1)[CH:9]1[CH2:15][CH2:14][CH:13]2[CH2:16][CH:10]1[C:11](=[O:24])[N:12]2[C:17]([O:19][C:20]([CH3:23])([CH3:22])[CH3:21])=[O:18])[C:2]1[CH:7]=[CH:6][CH:5]=[CH:4][CH:3]=1.[BH4-].[Na+]. Product: [CH2:25]([N:8]([CH2:1][C:2]1[CH:3]=[CH:4][CH:5]=[CH:6][CH:7]=1)[C@H:9]1[CH2:15][CH2:14][C@@H:13]([NH:12][C:17](=[O:18])[O:19][C:20]([CH3:22])([CH3:23])[CH3:21])[CH2:16][C@H:10]1[CH2:11][OH:24])[C:26]1[CH:31]=[CH:30][CH:29]=[CH:28][CH:27]=1. The catalyst class is: 20. (6) Reactant: [C:1]([O:5][C:6]([N:8]([CH3:49])[C@@H:9]([CH3:48])[C:10]([NH:12][C@@H:13]([CH:42]1[CH2:47][CH2:46][CH2:45][CH2:44][CH2:43]1)[C:14]([N:16]1[CH2:20][C@@H:19]([NH:21][C:22]([O:24][CH2:25][CH:26]2[C:38]3[CH:37]=[CH:36][CH:35]=[CH:34][C:33]=3[C:32]3[C:27]2=[CH:28][CH:29]=[CH:30][CH:31]=3)=[O:23])[CH2:18][C@H:17]1[C:39]([OH:41])=O)=[O:15])=[O:11])=[O:7])([CH3:4])([CH3:3])[CH3:2].CCN(C(C)C)C(C)C.CN(C(ON1N=NC2C=CC=NC1=2)=[N+](C)C)C.F[P-](F)(F)(F)(F)F.[CH2:83]([NH2:90])[C:84]1[CH:89]=[CH:88][CH:87]=[CH:86][CH:85]=1. Product: [CH:28]1[C:27]2[CH:26]([CH2:25][O:24][C:22](=[O:23])[NH:21][C@H:19]3[CH2:18][C@@H:17]([C:39](=[O:41])[NH:90][CH2:83][C:84]4[CH:89]=[CH:88][CH:87]=[CH:86][CH:85]=4)[N:16]([C:14](=[O:15])[C@@H:13]([NH:12][C:10](=[O:11])[C@@H:9]([N:8]([C:6]([O:5][C:1]([CH3:2])([CH3:3])[CH3:4])=[O:7])[CH3:49])[CH3:48])[CH:42]4[CH2:47][CH2:46][CH2:45][CH2:44][CH2:43]4)[CH2:20]3)[C:38]3[C:33](=[CH:34][CH:35]=[CH:36][CH:37]=3)[C:32]=2[CH:31]=[CH:30][CH:29]=1. The catalyst class is: 3.